Dataset: Full USPTO retrosynthesis dataset with 1.9M reactions from patents (1976-2016). Task: Predict the reactants needed to synthesize the given product. Given the product [Cl:1][C:2]1[CH:7]=[CH:6][CH:5]=[C:4]([F:8])[C:3]=1[C:9]1[S:10][C:11]2[C:12]([NH:20][C:21]3[CH:26]=[C:25]([CH3:27])[N:24]=[CH:23][N:22]=3)=[N:13][CH:14]=[C:15]([CH:18]=[O:29])[C:16]=2[N:17]=1, predict the reactants needed to synthesize it. The reactants are: [Cl:1][C:2]1[CH:7]=[CH:6][CH:5]=[C:4]([F:8])[C:3]=1[C:9]1[S:10][C:11]2[C:12]([NH:20][C:21]3[CH:26]=[C:25]([CH3:27])[N:24]=[CH:23][N:22]=3)=[N:13][CH:14]=[C:15]([C:18]#N)[C:16]=2[N:17]=1.C(O)=[O:29].